Dataset: Catalyst prediction with 721,799 reactions and 888 catalyst types from USPTO. Task: Predict which catalyst facilitates the given reaction. (1) Product: [CH2:46]([O:45][CH2:44][C:8]1([C:11]([O:13][CH3:14])=[O:12])[CH2:7][CH2:6][CH:5]([C:1]([CH3:4])([CH3:2])[CH3:3])[CH2:10][CH2:9]1)[C:47]1[CH:52]=[CH:51][CH:50]=[CH:49][CH:48]=1. Reactant: [C:1]([CH:5]1[CH2:10][CH2:9][CH:8]([C:11]([O:13][CH3:14])=[O:12])[CH2:7][CH2:6]1)([CH3:4])([CH3:3])[CH3:2].CCCCCCC.O1CCCC1.C(C1C=CC=CC=1)C.C([N-]C(C)C)(C)C.[Li+].Cl[CH2:44][O:45][CH2:46][C:47]1[CH:52]=[CH:51][CH:50]=[CH:49][CH:48]=1.C(O)(=O)CC(CC(O)=O)(C(O)=O)O. The catalyst class is: 54. (2) Reactant: [F:1][C:2]1[CH:7]=[CH:6][C:5]([F:8])=[CH:4][C:3]=1[S:9][CH2:10][CH2:11][N:12]1[CH2:17][CH2:16][C:15]([CH2:23][CH2:24][CH2:25][C:26]2[C:35]3[C:30](=[CH:31][CH:32]=[C:33]([O:36][CH3:37])[CH:34]=3)[N:29]=[CH:28][C:27]=2[F:38])([C:18]([O:20]CC)=[O:19])[CH2:14][CH2:13]1.[OH-].[Na+]. Product: [F:1][C:2]1[CH:7]=[CH:6][C:5]([F:8])=[CH:4][C:3]=1[S:9][CH2:10][CH2:11][N:12]1[CH2:13][CH2:14][C:15]([CH2:23][CH2:24][CH2:25][C:26]2[C:35]3[C:30](=[CH:31][CH:32]=[C:33]([O:36][CH3:37])[CH:34]=3)[N:29]=[CH:28][C:27]=2[F:38])([C:18]([OH:20])=[O:19])[CH2:16][CH2:17]1. The catalyst class is: 169. (3) Product: [CH3:24][O:25][N:26]([CH3:27])[C:10](=[O:12])[C@@H:9]([NH:8][C:6](=[O:7])[O:5][C:1]([CH3:2])([CH3:3])[CH3:4])[CH3:13]. The catalyst class is: 35. Reactant: [C:1]([O:5][C:6]([NH:8][C@@H:9]([CH3:13])[C:10]([OH:12])=O)=[O:7])([CH3:4])([CH3:3])[CH3:2].C(N(C(C)C)C(C)C)C.Cl.[CH3:24][O:25][NH:26][CH3:27].